Task: Regression/Classification. Given a drug SMILES string, predict its absorption, distribution, metabolism, or excretion properties. Task type varies by dataset: regression for continuous measurements (e.g., permeability, clearance, half-life) or binary classification for categorical outcomes (e.g., BBB penetration, CYP inhibition). Dataset: cyp3a4_veith.. Dataset: CYP3A4 inhibition data for predicting drug metabolism from PubChem BioAssay The result is 1 (inhibitor). The molecule is C[C@@H](C(=O)Nc1ccc2ccccc2c1)[C@@H]1C[C@@]1(C)[C@@H](NC(=O)c1cccnc1)c1ccccc1.